Regression. Given a peptide amino acid sequence and an MHC pseudo amino acid sequence, predict their binding affinity value. This is MHC class II binding data. From a dataset of Peptide-MHC class II binding affinity with 134,281 pairs from IEDB. (1) The peptide sequence is LGNIIQRLHGLSAFSLHSY. The MHC is DRB1_0401 with pseudo-sequence DRB1_0401. The binding affinity (normalized) is 0. (2) The peptide sequence is LKNLTTSSYVDEEYF. The MHC is DRB1_0101 with pseudo-sequence DRB1_0101. The binding affinity (normalized) is 0.415.